Dataset: Full USPTO retrosynthesis dataset with 1.9M reactions from patents (1976-2016). Task: Predict the reactants needed to synthesize the given product. (1) Given the product [Br:1][C:2]1[CH:3]=[C:4]([C:22]([NH2:26])=[O:24])[C:5]2[NH:6][C:7]3[CH:8]=[C:9]([N:15]4[CH2:20][CH2:19][N:18]([CH3:21])[CH2:17][CH2:16]4)[CH:10]=[CH:11][C:12]=3[C:13]=2[N:14]=1, predict the reactants needed to synthesize it. The reactants are: [Br:1][C:2]1[CH:3]=[C:4]([C:22]([O:24]C)=O)[C:5]2[NH:6][C:7]3[CH:8]=[C:9]([N:15]4[CH2:20][CH2:19][N:18]([CH3:21])[CH2:17][CH2:16]4)[CH:10]=[CH:11][C:12]=3[C:13]=2[N:14]=1.[NH3:26]. (2) Given the product [CH3:12][C:3]([CH3:4])=[O:11].[C:12]1([CH3:18])[CH:17]=[CH:16][CH:15]=[CH:14][CH:13]=1.[C:3]([O-:11])(=[O:10])[C:4]1[CH:9]=[CH:8][CH:7]=[CH:6][CH:5]=1.[Na+:2], predict the reactants needed to synthesize it. The reactants are: [OH-].[Na+:2].[C:3]([OH:11])(=[O:10])[C:4]1[CH:9]=[CH:8][CH:7]=[CH:6][CH:5]=1.[C:12]1([CH3:18])[CH:17]=[CH:16][CH:15]=[CH:14][CH:13]=1. (3) Given the product [NH2:12][C@H:10]([CH3:11])[CH2:9][N:8]([CH2:23][C@@H:24]([OH:31])[C:25]1[CH:30]=[CH:29][CH:28]=[CH:27][CH:26]=1)[C:6](=[O:7])[O:5][C:1]([CH3:4])([CH3:3])[CH3:2], predict the reactants needed to synthesize it. The reactants are: [C:1]([O:5][C:6]([N:8]([CH2:23][C@@H:24]([OH:31])[C:25]1[CH:30]=[CH:29][CH:28]=[CH:27][CH:26]=1)[CH2:9][C@H:10]([NH:12]C(=O)OCC1C=CC=CC=1)[CH3:11])=[O:7])([CH3:4])([CH3:3])[CH3:2].[H][H]. (4) Given the product [F:26][C:25]([F:27])([F:28])[C:24]([C:21]1[CH:22]=[CH:23][C:18]([CH2:17][S:14][C:11]2[CH:12]=[CH:13][C:8]([F:7])=[C:9]([CH3:15])[CH:10]=2)=[CH:19][CH:20]=1)([OH:33])[C:29]([F:30])([F:32])[F:31], predict the reactants needed to synthesize it. The reactants are: C(=O)([O-])[O-].[K+].[K+].[F:7][C:8]1[CH:13]=[CH:12][C:11]([SH:14])=[CH:10][C:9]=1[CH3:15].Br[CH2:17][C:18]1[CH:23]=[CH:22][C:21]([C:24]([OH:33])([C:29]([F:32])([F:31])[F:30])[C:25]([F:28])([F:27])[F:26])=[CH:20][CH:19]=1. (5) Given the product [IH:18].[CH2:19]([S:16][C:15](=[NH:17])[NH:14][C:11]1[CH:12]=[CH:13][C:8]([O:1][C:2]2[CH:3]=[CH:4][CH:5]=[CH:6][CH:7]=2)=[CH:9][CH:10]=1)[CH3:20], predict the reactants needed to synthesize it. The reactants are: [O:1]([C:8]1[CH:13]=[CH:12][C:11]([NH:14][C:15]([NH2:17])=[S:16])=[CH:10][CH:9]=1)[C:2]1[CH:7]=[CH:6][CH:5]=[CH:4][CH:3]=1.[I:18][CH2:19][CH3:20]. (6) The reactants are: [F:1][C:2]([F:22])([F:21])[O:3][C:4]1[CH:9]=[CH:8][C:7]([C:10]2[O:14][N:13]=[C:12]([CH2:15]OS(C)(=O)=O)[CH:11]=2)=[CH:6][CH:5]=1.[F:23][C:24]1[C:29]([F:30])=[CH:28][CH:27]=[CH:26][C:25]=1[C:31]1[N:39]=[C:34]2[CH:35]=[N:36][NH:37][CH:38]=[C:33]2[N:32]=1. Given the product [F:23][C:24]1[C:29]([F:30])=[CH:28][CH:27]=[CH:26][C:25]=1[C:31]1[N:39]=[C:34]2[CH:35]=[N:36][N:37]([CH2:15][C:12]3[CH:11]=[C:10]([C:7]4[CH:8]=[CH:9][C:4]([O:3][C:2]([F:22])([F:21])[F:1])=[CH:5][CH:6]=4)[O:14][N:13]=3)[CH:38]=[C:33]2[N:32]=1, predict the reactants needed to synthesize it. (7) The reactants are: [CH3:1][NH:2][CH2:3][CH2:4][C:5]([NH2:7])=[O:6].[Br:8][C:9]1[CH:10]=[CH:11][C:12]([S:15](Cl)(=[O:17])=[O:16])=[N:13][CH:14]=1. Given the product [Br:8][C:9]1[CH:10]=[CH:11][C:12]([S:15]([N:2]([CH2:3][CH2:4][C:5]([NH2:7])=[O:6])[CH3:1])(=[O:17])=[O:16])=[N:13][CH:14]=1, predict the reactants needed to synthesize it. (8) Given the product [F:15][C:6]1[CH:5]=[C:4]([CH:9]=[CH:8][C:7]=1[NH:10][S:11]([CH3:14])(=[O:13])=[O:12])[CH2:3][NH:2][C:26](=[O:27])[CH2:25][O:24][C:21]1[CH:22]=[N:23][C:18]([C:17]([F:16])([F:29])[F:30])=[CH:19][CH:20]=1, predict the reactants needed to synthesize it. The reactants are: Cl.[NH2:2][CH2:3][C:4]1[CH:9]=[CH:8][C:7]([NH:10][S:11]([CH3:14])(=[O:13])=[O:12])=[C:6]([F:15])[CH:5]=1.[F:16][C:17]([F:30])([F:29])[C:18]1[N:23]=[CH:22][C:21]([O:24][CH2:25][C:26](O)=[O:27])=[CH:20][CH:19]=1. (9) Given the product [Cl:14][C:13]1[C:8]([N:1]2[CH2:6][CH2:5][NH:4][CH2:3][CH2:2]2)=[N:9][CH:10]=[CH:11][CH:12]=1, predict the reactants needed to synthesize it. The reactants are: [NH:1]1[CH2:6][CH2:5][NH:4][CH2:3][CH2:2]1.Cl[C:8]1[C:13]([Cl:14])=[CH:12][CH:11]=[CH:10][N:9]=1.C(=O)([O-])O.[Na+]. (10) Given the product [CH3:42][O:41][C:38]1[CH:39]=[CH:40][C:24]([C:22](=[O:23])[C:21]2[CH:20]=[CH:19][C:18]([O:17][CH2:2][C:3]([C:5]3[N:6]=[C:7]([C:11]4[CH:16]=[CH:15][CH:14]=[CH:13][CH:12]=4)[O:8][C:9]=3[CH3:10])=[O:4])=[CH:44][CH:43]=2)=[C:25]([CH:37]=1)[O:26][C:27]([CH3:36])([CH3:35])[C:28]([OH:30])=[O:29], predict the reactants needed to synthesize it. The reactants are: Br[CH2:2][C:3]([C:5]1[N:6]=[C:7]([C:11]2[CH:16]=[CH:15][CH:14]=[CH:13][CH:12]=2)[O:8][C:9]=1[CH3:10])=[O:4].[OH:17][C:18]1[CH:44]=[CH:43][C:21]([C:22]([C:24]2[CH:40]=[CH:39][C:38]([O:41][CH3:42])=[CH:37][C:25]=2[O:26][C:27]([CH3:36])([CH3:35])[C:28]([O:30]C(C)(C)C)=[O:29])=[O:23])=[CH:20][CH:19]=1.C(=O)([O-])[O-].[K+].[K+].CN(C)C=O.